This data is from Full USPTO retrosynthesis dataset with 1.9M reactions from patents (1976-2016). The task is: Predict the reactants needed to synthesize the given product. (1) The reactants are: [CH3:1][O:2][C:3]1[CH:8]=[CH:7][C:6]([S:9]([NH:12][CH:13]([C:15]2[CH:20]=[C:19]([F:21])[CH:18]=[CH:17][C:16]=2[C:22]2[CH:27]=[CH:26][C:25]([F:28])=[CH:24][C:23]=2F)[CH3:14])(=[O:11])=[O:10])=[CH:5][CH:4]=1.C(=O)([O-])[O-].[K+].[K+]. Given the product [F:28][C:25]1[CH:26]=[CH:27][C:22]2[C:16]3[C:15]([CH:13]([CH3:14])[N:12]([S:9]([C:6]4[CH:5]=[CH:4][C:3]([O:2][CH3:1])=[CH:8][CH:7]=4)(=[O:10])=[O:11])[C:23]=2[CH:24]=1)=[CH:20][C:19]([F:21])=[CH:18][CH:17]=3, predict the reactants needed to synthesize it. (2) Given the product [CH3:1][O:2][C:3]1[CH2:9][C@H:8]([CH2:10][CH2:11][C:12]2[CH:13]=[CH:14][C:15]3[O:20][CH2:19][O:18][C:16]=3[CH:17]=2)[O:7][C:5](=[O:6])[CH:4]=1, predict the reactants needed to synthesize it. The reactants are: [CH3:1][O:2][C:3]1[CH2:9][C@H:8](/[CH:10]=[CH:11]/[C:12]2[CH:13]=[CH:14][C:15]3[O:20][CH2:19][O:18][C:16]=3[CH:17]=2)[O:7][C:5](=[O:6])[CH:4]=1. (3) Given the product [CH3:1][C:2]1[N:6]([CH2:7][C:8]([N:10]2[CH2:11][CH2:12][CH:13]([C:16]3[S:17][CH:18]=[C:19]([C:21](=[O:23])[S:36][CH2:35][C:32]4[CH:33]=[CH:34][C:29]([F:28])=[CH:30][CH:31]=4)[N:20]=3)[CH2:14][CH2:15]2)=[O:9])[N:5]=[C:4]([C:24]([F:27])([F:26])[F:25])[CH:3]=1, predict the reactants needed to synthesize it. The reactants are: [CH3:1][C:2]1[N:6]([CH2:7][C:8]([N:10]2[CH2:15][CH2:14][CH:13]([C:16]3[S:17][CH:18]=[C:19]([C:21]([OH:23])=O)[N:20]=3)[CH2:12][CH2:11]2)=[O:9])[N:5]=[C:4]([C:24]([F:27])([F:26])[F:25])[CH:3]=1.[F:28][C:29]1[CH:34]=[CH:33][C:32]([CH2:35][SH:36])=[CH:31][CH:30]=1. (4) Given the product [CH3:1][N:2]1[C:6]2[CH:7]=[C:8]([N:11]3[CH:16]=[CH:15][C:14]([O:17][CH2:27][C:24]4[CH:23]=[C:22]([C:21]([F:30])([F:29])[F:20])[S:26][CH:25]=4)=[CH:13][C:12]3=[O:18])[CH:9]=[CH:10][C:5]=2[N:4]=[C:3]1[CH3:19], predict the reactants needed to synthesize it. The reactants are: [CH3:1][N:2]1[C:6]2[CH:7]=[C:8]([N:11]3[CH:16]=[CH:15][C:14]([OH:17])=[CH:13][C:12]3=[O:18])[CH:9]=[CH:10][C:5]=2[N:4]=[C:3]1[CH3:19].[F:20][C:21]([F:30])([F:29])[C:22]1[S:26][CH:25]=[C:24]([CH2:27]O)[CH:23]=1.N(C(N1CCCCC1)=O)=NC(N1CCCCC1)=O.C(P(CCCC)CCCC)CCC. (5) Given the product [C:41]1([N:40]2[C:39]3[CH:47]=[CH:48][CH:49]=[CH:50][C:38]=3[N:37]=[C:36]2[C:32]2[CH:31]=[C:30]([C:13]3[CH:12]=[C:11]([N:15]4[C:16]5[CH:17]=[CH:18][CH:19]=[CH:20][C:21]=5[C:22]5[C:27]4=[CH:26][CH:25]=[CH:24][CH:23]=5)[CH:10]=[CH:9][CH:14]=3)[CH:35]=[N:34][CH:33]=2)[CH:46]=[CH:45][CH:44]=[CH:43][CH:42]=1, predict the reactants needed to synthesize it. The reactants are: CC1(C)C(C)(C)OB([C:9]2[CH:10]=[C:11]([N:15]3[C:27]4[CH:26]=[CH:25][CH:24]=[CH:23][C:22]=4[C:21]4[C:16]3=[CH:17][CH:18]=[CH:19][CH:20]=4)[CH:12]=[CH:13][CH:14]=2)O1.Br[C:30]1[CH:31]=[C:32]([C:36]2[N:40]([C:41]3[CH:46]=[CH:45][CH:44]=[CH:43][CH:42]=3)[C:39]3[CH:47]=[CH:48][CH:49]=[CH:50][C:38]=3[N:37]=2)[CH:33]=[N:34][CH:35]=1.C(=O)([O-])[O-].[Na+].[Na+]. (6) Given the product [C:1]([NH:4][C:5]1[CH:14]=[CH:13][C:8]2[C:9]([CH2:12][CH2:24][C:25]3[N:26]=[C:27]([C:31]4[CH:36]=[CH:35][CH:34]=[CH:33][CH:32]=4)[O:28][C:29]=3[CH3:30])=[N:10][O:11][C:7]=2[CH:6]=1)(=[O:3])[CH3:2], predict the reactants needed to synthesize it. The reactants are: [C:1]([NH:4][C:5]1[CH:14]=[CH:13][C:8]2[C:9]([CH3:12])=[N:10][O:11][C:7]=2[CH:6]=1)(=[O:3])[CH3:2].[Li+].CC([N-]C(C)C)C.I[CH2:24][C:25]1[N:26]=[C:27]([C:31]2[CH:36]=[CH:35][CH:34]=[CH:33][CH:32]=2)[O:28][C:29]=1[CH3:30].[Cl-].[NH4+]. (7) Given the product [CH3:3][C:4]1([C:9]2[CH:14]=[CH:13][N:12]=[C:11]([CH2:15][N:16]3[N:20]=[C:19]([NH2:21])[CH:18]=[N:17]3)[CH:10]=2)[O:8][CH2:7][CH2:6][O:5]1, predict the reactants needed to synthesize it. The reactants are: N#N.[CH3:3][C:4]1([C:9]2[CH:14]=[CH:13][N:12]=[C:11]([CH2:15][N:16]3[N:20]=[C:19]([N+:21]([O-])=O)[CH:18]=[N:17]3)[CH:10]=2)[O:8][CH2:7][CH2:6][O:5]1.[NH4+].[Cl-].